Dataset: Full USPTO retrosynthesis dataset with 1.9M reactions from patents (1976-2016). Task: Predict the reactants needed to synthesize the given product. (1) Given the product [N:15]1([CH2:28][CH2:29][CH2:30][O:31][N:52]2[C:56](=[O:57])[C:55]3[C:54](=[CH:61][CH:60]=[CH:59][CH:58]=3)[C:53]2=[O:62])[C:27]2[C:26]3[N:25]=[CH:24][CH:23]=[CH:22][C:21]=3[N:20]=[CH:19][C:18]=2[N:17]=[CH:16]1, predict the reactants needed to synthesize it. The reactants are: N(C(OC(C)C)=O)=NC(OC(C)C)=O.[N:15]1([CH2:28][CH2:29][CH2:30][OH:31])[C:27]2[C:26]3[N:25]=[CH:24][CH:23]=[CH:22][C:21]=3[N:20]=[CH:19][C:18]=2[N:17]=[CH:16]1.C1(P(C2C=CC=CC=2)C2C=CC=CC=2)C=CC=CC=1.O[N:52]1[C:56](=[O:57])[C:55]2=[CH:58][CH:59]=[CH:60][CH:61]=[C:54]2[C:53]1=[O:62]. (2) Given the product [Cl:20][C:18]1[C:17]([S:21]([CH:24]([CH3:26])[CH3:25])(=[O:23])=[O:22])=[CH:16][C:14]2[NH:15][C:11]([N:9]3[CH:10]=[C:6]([C:4]([OH:5])=[O:3])[CH:7]=[N:8]3)=[N:12][C:13]=2[CH:19]=1, predict the reactants needed to synthesize it. The reactants are: C([O:3][C:4]([C:6]1[CH:7]=[N:8][N:9]([C:11]2[NH:15][C:14]3[CH:16]=[C:17]([S:21]([CH:24]([CH3:26])[CH3:25])(=[O:23])=[O:22])[C:18]([Cl:20])=[CH:19][C:13]=3[N:12]=2)[CH:10]=1)=[O:5])C.C1COCC1.O[Li].O. (3) Given the product [CH2:6]([N:41]([CH2:40][C:5]1[CH:6]=[CH:7][C:8]([NH:11][C:12](=[O:27])[C:13]2[CH:14]=[CH:15][C:16]([CH2:19][N:20]([CH2:21][C:22]3[NH:26][CH:25]=[CH:24][N:23]=3)[CH2:38][C:36]3[CH:35]=[CH:34][CH:33]=[C:32]([CH3:31])[N:37]=3)=[CH:17][CH:18]=2)=[CH:9][CH:10]=1)[CH2:7][CH2:8][CH3:9])[CH2:5][CH3:10], predict the reactants needed to synthesize it. The reactants are: C(N(CCC)[C:5]1[CH:10]=[CH:9][C:8]([NH:11][C:12](=[O:27])[C:13]2[CH:18]=[CH:17][C:16]([CH2:19][NH:20][CH2:21][C:22]3[NH:23][CH:24]=[CH:25][N:26]=3)=[CH:15][CH:14]=2)=[CH:7][CH:6]=1)CC.[CH3:31][C:32]1[N:37]=[C:36]([CH:38]=O)[CH:35]=[CH:34][CH:33]=1.[C:40]([BH3-])#[N:41].[Na+].[OH-].[Na+]. (4) Given the product [Cl:11][C:9]1[N:10]=[C:2]2[N:16]([C:15]3[CH:17]=[C:18]([O:23][CH2:24][C:25]4[C:30]([O:31][CH3:32])=[CH:29][CH:28]=[C:27]([F:33])[C:26]=4[F:34])[C:19]([O:21][CH3:22])=[CH:20][C:14]=3[F:13])[C:40](=[O:44])[NH:39][C:3]2=[CH:7][CH:8]=1, predict the reactants needed to synthesize it. The reactants are: Cl[C:2]1[N:10]=[C:9]([Cl:11])[CH:8]=[CH:7][C:3]=1C(O)=O.Cl.[F:13][C:14]1[CH:20]=[C:19]([O:21][CH3:22])[C:18]([O:23][CH2:24][C:25]2[C:30]([O:31][CH3:32])=[CH:29][CH:28]=[C:27]([F:33])[C:26]=2[F:34])=[CH:17][C:15]=1[NH2:16].[H-].[Na+].Cl.C[N:39]1CCC[C:40]1=[O:44]. (5) Given the product [F:61][C:59]1[CH:60]=[C:55]([CH2:54][C@H:35]([NH:34][C:10](=[O:12])[C:9]2[CH:13]=[C:14]([CH3:16])[CH:15]=[C:7]([C:5]([N:4]([CH2:1][CH2:2][CH3:3])[CH2:17][CH2:18][CH3:19])=[O:6])[CH:8]=2)[CH2:36][NH:37][C@H:38]([C:40]([NH:42][C@H:43]([C:47]([NH:49][CH2:50][CH:51]([CH3:53])[CH3:52])=[O:48])[CH:44]([CH3:46])[CH3:45])=[O:41])[CH3:39])[CH:56]=[C:57]([F:62])[CH:58]=1, predict the reactants needed to synthesize it. The reactants are: [CH2:1]([N:4]([CH2:17][CH2:18][CH3:19])[C:5]([C:7]1[CH:8]=[C:9]([CH:13]=[C:14]([CH3:16])[CH:15]=1)[C:10]([OH:12])=O)=[O:6])[CH2:2][CH3:3].C(Cl)CCl.C1C=CC2N(O)N=NC=2C=1.[NH2:34][C@@H:35]([CH2:54][C:55]1[CH:60]=[C:59]([F:61])[CH:58]=[C:57]([F:62])[CH:56]=1)[CH2:36][NH:37][C@H:38]([C:40]([NH:42][C@H:43]([C:47]([NH:49][CH2:50][CH:51]([CH3:53])[CH3:52])=[O:48])[CH:44]([CH3:46])[CH3:45])=[O:41])[CH3:39]. (6) Given the product [CH3:1][O:2][C:3]1[CH:4]=[CH:5][C:6]([C:7]([NH:9][C:10]2[CH:15]=[CH:14][CH:13]=[CH:12][C:11]=2[N:16]2[C:30](=[O:29])[C:25]3[C:26](=[CH:32][CH:33]=[C:23]([C:19]([CH3:21])([CH3:20])[CH3:22])[CH:24]=3)[C:27]2=[O:28])=[O:8])=[CH:17][CH:18]=1, predict the reactants needed to synthesize it. The reactants are: [CH3:1][O:2][C:3]1[CH:18]=[CH:17][C:6]([C:7]([NH:9][C:10]2[C:11]([NH2:16])=[CH:12][CH:13]=[CH:14][CH:15]=2)=[O:8])=[CH:5][CH:4]=1.[C:19]([C:23]1[CH:24]=[C:25]2[C:30](=O)[O:29][C:27](=[O:28])[C:26]2=[CH:32][CH:33]=1)([CH3:22])([CH3:21])[CH3:20]. (7) Given the product [F:21][C:16]1[CH:17]=[CH:18][CH:19]=[CH:20][C:15]=1[N:14]1[C:10](/[CH:9]=[CH:55]/[C:51]2[S:50][CH:54]=[CH:53][N:52]=2)=[C:11]([C:22]([N:24]([CH2:46][CH:47]([CH3:48])[CH3:49])[C@H:25]2[CH2:30][C@@H:29]([C:31]([N:33]3[CH2:38][CH2:37][O:36][CH2:35][CH2:34]3)=[O:32])[CH2:28][N:27]([C:39]([O:41][C:42]([CH3:44])([CH3:45])[CH3:43])=[O:40])[CH2:26]2)=[O:23])[N:12]=[N:13]1, predict the reactants needed to synthesize it. The reactants are: C(OP([CH2:9][C:10]1[N:14]([C:15]2[CH:20]=[CH:19][CH:18]=[CH:17][C:16]=2[F:21])[N:13]=[N:12][C:11]=1[C:22]([N:24]([CH2:46][CH:47]([CH3:49])[CH3:48])[C@H:25]1[CH2:30][C@@H:29]([C:31]([N:33]2[CH2:38][CH2:37][O:36][CH2:35][CH2:34]2)=[O:32])[CH2:28][N:27]([C:39]([O:41][C:42]([CH3:45])([CH3:44])[CH3:43])=[O:40])[CH2:26]1)=[O:23])(OCC)=O)C.[S:50]1[CH:54]=[CH:53][N:52]=[C:51]1[CH:55]=O.[H-].[Na+].